This data is from Catalyst prediction with 721,799 reactions and 888 catalyst types from USPTO. The task is: Predict which catalyst facilitates the given reaction. (1) Reactant: [Cl:1][C:2]1[S:3][C:4]2[C:5]([N:14]=1)=[CH:6][C:7]1[CH2:8][CH2:9][CH2:10][NH:11][C:12]=1[CH:13]=2.C=O.[C:17](O[BH-](OC(=O)C)OC(=O)C)(=O)C.[Na+]. Product: [Cl:1][C:2]1[S:3][C:4]2[C:5]([N:14]=1)=[CH:6][C:7]1[CH2:8][CH2:9][CH2:10][N:11]([CH3:17])[C:12]=1[CH:13]=2. The catalyst class is: 26. (2) Reactant: C(N1CCC[C@@H]([NH:14][C:15]([C:17]2[N:18]([CH2:22][CH:23](OCC)OCC)[CH:19]=[CH:20][N:21]=2)=[O:16])C1)C1C=CC=CC=1. Product: [N:21]1[CH:20]=[CH:19][N:18]2[CH:22]=[CH:23][NH:14][C:15](=[O:16])[C:17]=12. The catalyst class is: 33. (3) Reactant: B(F)(F)F.CC[O:7][CH2:8][CH3:9].[CH3:10][C:11](=O)[CH:12]=[CH:13][CH2:14][CH3:15].[CH2:17]=[CH:18][CH:19]=CC.C([O-])([O-])=O.[K+].[K+]. Product: [CH2:11]([C@@H:12]1[C@@H:17]([C:8](=[O:7])[CH3:9])[C@@H:18]([CH3:19])[CH:15]=[CH:14][CH2:13]1)[CH3:10]. The catalyst class is: 4. (4) Reactant: [NH:1]1[C:5]2[CH:6]=[CH:7][CH:8]=[CH:9][C:4]=2[N:3]=[C:2]1[C:10]1[CH:11]=[C:12]([NH:17][C:18]([C:20]2[CH:25]=[CH:24][C:23]([C:26]3[CH:31]=[CH:30][C:29]([C:32]([F:35])([F:34])[F:33])=[CH:28][CH:27]=3)=[CH:22][C:21]=2[OH:36])=[O:19])[CH:13]=[CH:14][C:15]=1[Cl:16].[CH2:37]=O. Product: [NH:1]1[C:5]2[CH:6]=[CH:7][CH:8]=[CH:9][C:4]=2[N:3]=[C:2]1[C:10]1[CH:11]=[C:12]([N:17]2[C:18](=[O:19])[C:20]3[CH:25]=[CH:24][C:23]([C:26]4[CH:31]=[CH:30][C:29]([C:32]([F:35])([F:33])[F:34])=[CH:28][CH:27]=4)=[CH:22][C:21]=3[O:36][CH2:37]2)[CH:13]=[CH:14][C:15]=1[Cl:16]. The catalyst class is: 67. (5) Reactant: O=C1C2C(C=CC=C2)C(=O)[N:3]1[CH2:12][CH2:13][CH2:14][CH2:15][N:16]1[CH2:21][CH2:20][CH:19]([CH2:22][CH2:23][CH2:24][C:25]([NH2:27])=[O:26])[CH2:18][CH2:17]1.O.NN.C(O)(=O)C. Product: [NH2:3][CH2:12][CH2:13][CH2:14][CH2:15][N:16]1[CH2:21][CH2:20][CH:19]([CH2:22][CH2:23][CH2:24][C:25]([NH2:27])=[O:26])[CH2:18][CH2:17]1. The catalyst class is: 8. (6) Reactant: C(=O)([O-])O.[K+].BrC[CH2:8][CH:9]1[CH2:11][CH2:10]1.[C:12]([O:16][C:17](=[O:22])[NH:18][CH2:19][CH2:20][NH2:21])([CH3:15])([CH3:14])[CH3:13]. Product: [C:12]([O:16][C:17](=[O:22])[NH:18][CH2:19][CH2:20][NH:21][CH2:10][CH:11]1[CH2:8][CH2:9]1)([CH3:15])([CH3:13])[CH3:14]. The catalyst class is: 1. (7) Reactant: [CH3:1][NH:2][CH3:3].CS(O[CH2:9][CH:10]1[CH2:13][N:12]([C:14]([O:16][C:17]([CH3:20])([CH3:19])[CH3:18])=[O:15])[CH2:11]1)(=O)=O. Product: [CH3:1][N:2]([CH2:9][CH:10]1[CH2:13][N:12]([C:14]([O:16][C:17]([CH3:18])([CH3:20])[CH3:19])=[O:15])[CH2:11]1)[CH3:3]. The catalyst class is: 83. (8) Reactant: [C:1]([CH:3]1[CH2:8][CH2:7][N:6]([C:9]([O:11][C:12]([CH3:15])([CH3:14])[CH3:13])=[O:10])[CH2:5][CH2:4]1)#[N:2].[Li+].CC([N-]C(C)C)C.Cl[C:25]([O:27][CH2:28][CH3:29])=[O:26].CCCCCC. The catalyst class is: 1. Product: [C:1]([C:3]1([C:25]([O:27][CH2:28][CH3:29])=[O:26])[CH2:8][CH2:7][N:6]([C:9]([O:11][C:12]([CH3:15])([CH3:14])[CH3:13])=[O:10])[CH2:5][CH2:4]1)#[N:2].